From a dataset of Reaction yield outcomes from USPTO patents with 853,638 reactions. Predict the reaction yield, written as a fraction of the theoretical maximum amount of product (1.0 means a 100% yield; for example, 0.34 means a 34% yield). (1) The reactants are [F:1][CH:2]([F:27])[C:3]1[CH:4]=[CH:5][C:6]([F:26])=[C:7]([C:9]2[CH:14]=[CH:13][C:12]([C:15](OC)=[O:16])=[CH:11][C:10]=2[C:19]2[C:23]([CH3:25])([CH3:24])[CH2:22][CH2:21][CH:20]=2)[CH:8]=1.[H-].[H-].[H-].[H-].[Li+].[Al+3].[OH-].[Na+]. The catalyst is C1COCC1. The product is [F:27][CH:2]([F:1])[C:3]1[CH:4]=[CH:5][C:6]([F:26])=[C:7]([C:9]2[CH:14]=[CH:13][C:12]([CH2:15][OH:16])=[CH:11][C:10]=2[C:19]2[C:23]([CH3:24])([CH3:25])[CH2:22][CH2:21][CH:20]=2)[CH:8]=1. The yield is 0.770. (2) The reactants are [NH2:1][C:2]1[CH:3]=[CH:4][C:5]([O:8][C:9](=[O:18])[N:10]([CH3:17])[C:11]2[CH:16]=[CH:15][CH:14]=[CH:13][CH:12]=2)=[N:6][CH:7]=1.[Cl:19][C:20]1[CH:21]=[C:22]([CH:26]=[CH:27][C:28]=1[Cl:29])[C:23](Cl)=[O:24].C(N(CC)CC)C.ClCCl. The catalyst is C(#N)C. The product is [Cl:19][C:20]1[CH:21]=[C:22]([CH:26]=[CH:27][C:28]=1[Cl:29])[C:23]([NH:1][C:2]1[CH:3]=[CH:4][C:5]([O:8][C:9](=[O:18])[N:10]([CH3:17])[C:11]2[CH:16]=[CH:15][CH:14]=[CH:13][CH:12]=2)=[N:6][CH:7]=1)=[O:24]. The yield is 0.630. (3) The reactants are [C:1]1([C:7]2[N:8]=[C:9]([NH2:12])[S:10][CH:11]=2)[CH:6]=[CH:5][CH:4]=[CH:3][CH:2]=1.[CH:13]([C:15]1[CH:34]=[CH:33][C:18]([CH2:19][O:20][C:21]2[CH:26]=[CH:25][C:24]([CH2:27][CH2:28][C:29]([O:31][CH3:32])=[O:30])=[CH:23][CH:22]=2)=[CH:17][CH:16]=1)=O.C(O)(=O)C.C(=O)([O-])O.[Na+]. The catalyst is ClCCCl. The product is [C:1]1([C:7]2[N:8]=[C:9]([NH:12][CH2:13][C:15]3[CH:34]=[CH:33][C:18]([CH2:19][O:20][C:21]4[CH:26]=[CH:25][C:24]([CH2:27][CH2:28][C:29]([O:31][CH3:32])=[O:30])=[CH:23][CH:22]=4)=[CH:17][CH:16]=3)[S:10][CH:11]=2)[CH:2]=[CH:3][CH:4]=[CH:5][CH:6]=1. The yield is 0.490. (4) The reactants are [CH3:1][O:2][C:3]1[CH:4]=[C:5]([NH:11][C:12]2[C:21]([NH2:22])=[N:20][C:19]3[C:14](=[CH:15][CH:16]=[CH:17][CH:18]=3)[N:13]=2)[CH:6]=[C:7]([O:9][CH3:10])[CH:8]=1.[C:23]([NH:26][C:27]1[CH:28]=[C:29]([S:33](Cl)(=[O:35])=[O:34])[CH:30]=[CH:31][CH:32]=1)(=[O:25])[CH3:24].C1C(Cl)=CC=C(Cl)C=1. The catalyst is N1C=CC=CC=1. The product is [CH3:10][O:9][C:7]1[CH:6]=[C:5]([NH:11][C:12]2[C:21]([NH:22][S:33]([C:29]3[CH:28]=[C:27]([NH:26][C:23](=[O:25])[CH3:24])[CH:32]=[CH:31][CH:30]=3)(=[O:35])=[O:34])=[N:20][C:19]3[C:14]([N:13]=2)=[CH:15][CH:16]=[CH:17][CH:18]=3)[CH:4]=[C:3]([O:2][CH3:1])[CH:8]=1. The yield is 0.240. (5) The reactants are Cl[C:2]1[N:11]=[CH:10][C:9]2[N:8]([CH2:12][CH:13]3[CH2:15][CH2:14]3)[C:7](=[O:16])[C@:6]3([CH3:22])[C@H:17]([CH3:21])[O:18][CH2:19][CH2:20][N:5]3[C:4]=2[N:3]=1.[CH3:23][NH:24][C:25]([NH:27][C:28]1[CH:33]=[CH:32][C:31](B2OC(C)(C)C(C)(C)O2)=[CH:30][CH:29]=1)=[O:26].C([O-])(O)=O.[Na+].[Na+].[Cl-]. The catalyst is C1C=CC(P(C2C=CC=CC=2)[C-]2C=CC=C2)=CC=1.C1C=CC(P(C2C=CC=CC=2)[C-]2C=CC=C2)=CC=1.Cl[Pd]Cl.[Fe+2].O1CCOCC1. The product is [CH:13]1([CH2:12][N:8]2[C:7](=[O:16])[C@:6]3([CH3:22])[C@H:17]([CH3:21])[O:18][CH2:19][CH2:20][N:5]3[C:4]3[N:3]=[C:2]([C:31]4[CH:30]=[CH:29][C:28]([NH:27][C:25]([NH:24][CH3:23])=[O:26])=[CH:33][CH:32]=4)[N:11]=[CH:10][C:9]2=3)[CH2:15][CH2:14]1. The yield is 0.0513.